Task: Predict the product of the given reaction.. Dataset: Forward reaction prediction with 1.9M reactions from USPTO patents (1976-2016) (1) Given the reactants [NH2:1][C:2]1[C:3]([C:12](=O)[CH2:13][CH3:14])=[CH:4][CH:5]=[C:6]2[C:11]=1[N:10]=[CH:9][CH:8]=[CH:7]2.[CH3:16][NH:17][S:18](Cl)(=[O:20])=[O:19].[BH4-].[Na+], predict the reaction product. The product is: [CH2:13]([CH:12]1[C:3]2[CH:4]=[CH:5][C:6]3[C:11](=[N:10][CH:9]=[CH:8][CH:7]=3)[C:2]=2[NH:1][S:18](=[O:20])(=[O:19])[N:17]1[CH3:16])[CH3:14]. (2) Given the reactants [N+:1]([C:4]1[CH:5]=[C:6]2[N:12]([CH:13]3[CH2:18][CH2:17][CH2:16][CH2:15][O:14]3)[N:11]=[CH:10][C:7]2=[N:8][CH:9]=1)([O-])=O.[H][H], predict the reaction product. The product is: [O:14]1[CH2:15][CH2:16][CH2:17][CH2:18][CH:13]1[N:12]1[C:6]2[C:7](=[N:8][CH:9]=[C:4]([NH2:1])[CH:5]=2)[CH:10]=[N:11]1. (3) Given the reactants [CH3:1][O:2][C:3]1[C:15]2[NH:14][C:13]3[C:8](=[CH:9][C:10]([C:16]([OH:18])=[O:17])=[CH:11][CH:12]=3)[C:7]=2[CH:6]=[C:5]2[C:19]3[CH:20]=[C:21]([C:26]([OH:28])=[O:27])[CH:22]=[CH:23][C:24]=3[NH:25][C:4]=12.C1(NC(=NC2CCCCC2)O[CH2:38][CH2:39][N:40]([CH2:43][CH3:44])[CH2:41][CH3:42])CCCCC1.C1CCC(N=[C:59]=[N:60][CH:61]2[CH2:66]CCCC2)CC1.[CH3:67][CH2:68]OC(C)=O.[CH3:73]CCCCC, predict the reaction product. The product is: [CH3:1][O:2][C:3]1[C:15]2[NH:14][C:13]3[C:8](=[CH:9][C:10]([C:16]([O:18][CH2:67][CH2:68][N:60]([CH2:59][CH3:73])[CH2:61][CH3:66])=[O:17])=[CH:11][CH:12]=3)[C:7]=2[CH:6]=[C:5]2[C:19]3[CH:20]=[C:21]([C:26]([O:28][CH2:44][CH2:43][N:40]([CH2:39][CH3:38])[CH2:41][CH3:42])=[O:27])[CH:22]=[CH:23][C:24]=3[NH:25][C:4]=12. (4) Given the reactants Cl.[Cl:2][C:3]1[CH:4]=[C:5]([NH:9][C:10]2[C:15]([NH:16][NH2:17])=[N:14][C:13]3=[N:18][O:19][N:20]=[C:12]3[N:11]=2)[CH:6]=[CH:7][CH:8]=1.[N+:21]([C:24]1[CH:25]=[C:26]([C:30]2[O:34][C:33]([CH:35]=O)=[CH:32][CH:31]=2)[CH:27]=[CH:28][CH:29]=1)([O-:23])=[O:22], predict the reaction product. The product is: [Cl:2][C:3]1[CH:4]=[C:5]([NH:9][C:10]2[C:15]([NH:16][N:17]=[CH:35][C:33]3[O:34][C:30]([C:26]4[CH:27]=[CH:28][CH:29]=[C:24]([N+:21]([O-:23])=[O:22])[CH:25]=4)=[CH:31][CH:32]=3)=[N:14][C:13]3=[N:18][O:19][N:20]=[C:12]3[N:11]=2)[CH:6]=[CH:7][CH:8]=1. (5) Given the reactants [CH3:1][Mg]Br.[F:4][C:5]1[N:10]=[CH:9][C:8]([CH:11]=[O:12])=[CH:7][CH:6]=1.Cl.[OH-].[NH4+], predict the reaction product. The product is: [F:4][C:5]1[N:10]=[CH:9][C:8]([CH:11]([OH:12])[CH3:1])=[CH:7][CH:6]=1. (6) Given the reactants N(CC1C=CC(C2C=CC(N3CC(C[NH:23][C:24](=[O:26])[CH3:25])OC3=O)=CC=2F)=CC=1)=[N+]=[N-].C(N(CC)CC)C.[C:47]([O:46][C:44](O[C:44]([O:46][C:47]([CH3:50])([CH3:49])[CH3:48])=[O:45])=[O:45])([CH3:50])([CH3:49])[CH3:48], predict the reaction product. The product is: [C:44]([CH2:25][C:24]([NH2:23])=[O:26])([O:46][C:47]([CH3:48])([CH3:49])[CH3:50])=[O:45]. (7) Given the reactants I.[CH3:2][O:3][C:4]1[CH:5]=[C:6]([NH:16][C:17]([S:19][CH3:20])=[NH:18])[CH:7]=[CH:8][C:9]=1[N:10]1[CH:14]=[N:13][C:12]([CH3:15])=[N:11]1.[F:21][C:22]1[CH:27]=[CH:26][C:25]([CH:28]([CH2:32][CH:33]=[CH2:34])[C:29](O)=[O:30])=[CH:24][CH:23]=1, predict the reaction product. The product is: [F:21][C:22]1[CH:23]=[CH:24][C:25]([CH:28]([CH2:32][CH:33]=[CH2:34])[C:29]([N:18]=[C:17]([S:19][CH3:20])[NH:16][C:6]2[CH:7]=[CH:8][C:9]([N:10]3[CH:14]=[N:13][C:12]([CH3:15])=[N:11]3)=[C:4]([O:3][CH3:2])[CH:5]=2)=[O:30])=[CH:26][CH:27]=1. (8) Given the reactants [C:1]([O:5][C:6]([N:8]1[CH2:13][CH2:12][CH:11]([C:14]2[C:23]3[C:18](=[CH:19][C:20]([N:25]4[CH2:30][CH2:29][O:28][CH2:27][CH2:26]4)=[C:21](F)[CH:22]=3)[N:17]=[CH:16][N:15]=2)[CH2:10][CH2:9]1)=[O:7])([CH3:4])([CH3:3])[CH3:2].CS(C)=O.[O:35]([CH3:37])[K].CO.[Al], predict the reaction product. The product is: [C:1]([O:5][C:6]([N:8]1[CH2:13][CH2:12][CH:11]([C:14]2[C:23]3[C:18](=[CH:19][C:20]([N:25]4[CH2:30][CH2:29][O:28][CH2:27][CH2:26]4)=[C:21]([O:35][CH3:37])[CH:22]=3)[N:17]=[CH:16][N:15]=2)[CH2:10][CH2:9]1)=[O:7])([CH3:4])([CH3:3])[CH3:2].